Dataset: Forward reaction prediction with 1.9M reactions from USPTO patents (1976-2016). Task: Predict the product of the given reaction. (1) Given the reactants C([O:8][N:9]([CH:21]=[O:22])[CH2:10][C@@H:11]([CH2:15][CH:16]1[CH2:20][CH2:19][CH2:18][CH2:17]1)[C:12]([OH:14])=O)C1C=CC=CC=1.Cl.[NH2:24][C@@H:25]([C:46]([CH3:49])([CH3:48])[CH3:47])[C:26]([N:28]1[CH2:33][CH2:32][CH:31]([NH:34][C:35](=[O:45])[C:36]2[CH:41]=[C:40]([F:42])[C:39]([F:43])=[CH:38][C:37]=2[F:44])[CH2:30][CH2:29]1)=[O:27], predict the reaction product. The product is: [CH:16]1([CH2:15][C@H:11]([CH2:10][N:9]([CH:21]=[O:22])[OH:8])[C:12]([NH:24][C@@H:25]([C:46]([CH3:49])([CH3:48])[CH3:47])[C:26]([N:28]2[CH2:33][CH2:32][CH:31]([NH:34][C:35](=[O:45])[C:36]3[CH:41]=[C:40]([F:42])[C:39]([F:43])=[CH:38][C:37]=3[F:44])[CH2:30][CH2:29]2)=[O:27])=[O:14])[CH2:17][CH2:18][CH2:19][CH2:20]1. (2) The product is: [CH2:1]([O:3][C:4]([N:6]1[C:15]2[C:10](=[N:11][C:12]([O:16][CH3:17])=[CH:13][CH:14]=2)[C@@H:9]([NH:18][C:19]2[N:24]=[C:23]([CH2:25][C:26]3[CH:31]=[C:30]([C:32]([F:35])([F:34])[F:33])[CH:29]=[C:28]([C:36]([F:39])([F:38])[F:37])[CH:27]=3)[C:22]([CH2:40][CH2:41][CH2:42][S:47][CH3:46])=[CH:21][N:20]=2)[CH2:8][C@H:7]1[CH2:44][CH3:45])=[O:5])[CH3:2]. Given the reactants [CH2:1]([O:3][C:4]([N:6]1[C:15]2[C:10](=[N:11][C:12]([O:16][CH3:17])=[CH:13][CH:14]=2)[C@@H:9]([NH:18][C:19]2[N:24]=[C:23]([CH2:25][C:26]3[CH:31]=[C:30]([C:32]([F:35])([F:34])[F:33])[CH:29]=[C:28]([C:36]([F:39])([F:38])[F:37])[CH:27]=3)[C:22]([CH2:40][CH2:41][CH2:42]Br)=[CH:21][N:20]=2)[CH2:8][C@H:7]1[CH2:44][CH3:45])=[O:5])[CH3:2].[CH3:46][S-:47].[Na+], predict the reaction product. (3) Given the reactants [Cl:1][C:2]1[CH:34]=[CH:33][C:5]([C:6]([N:8]([CH2:27][C:28](OCC)=[O:29])[CH2:9][C:10]2[CH:15]=[CH:14][C:13]([CH2:16][CH2:17][P:18]([O:23][CH2:24][CH3:25])([O:20][CH2:21][CH3:22])=[O:19])=[CH:12][C:11]=2[NH2:26])=[O:7])=[CH:4][CH:3]=1.[N:35]1([C:40]([C:42]2[CH:49]=[CH:48][C:45]([CH:46]=O)=[CH:44][CH:43]=2)=[O:41])[CH2:39][CH:38]=[CH:37][CH2:36]1.C(O)(=O)C.C(O[BH-](OC(=O)C)OC(=O)C)(=O)C.[Na+].C(N(CC)CC)C, predict the reaction product. The product is: [Cl:1][C:2]1[CH:3]=[CH:4][C:5]([C:6]([N:8]2[CH2:9][C:10]3[CH:15]=[CH:14][C:13]([CH2:16][CH2:17][P:18](=[O:19])([O:23][CH2:24][CH3:25])[O:20][CH2:21][CH3:22])=[CH:12][C:11]=3[N:26]([CH2:46][C:45]3[CH:44]=[CH:43][C:42]([C:40]([N:35]4[CH2:39][CH:38]=[CH:37][CH2:36]4)=[O:41])=[CH:49][CH:48]=3)[C:28](=[O:29])[CH2:27]2)=[O:7])=[CH:33][CH:34]=1. (4) Given the reactants [F:1][C:2]([F:40])([F:39])[C:3]1[CH:38]=[CH:37][C:6]([O:7][C:8]2[N:12]([CH2:13][C:14]([O:16]CC)=[O:15])[N:11]=[C:10]([C:19]3[CH:24]=[CH:23][CH:22]=[C:21]([C:25]4([NH:29][C:30]([O:32][C:33]([CH3:36])([CH3:35])[CH3:34])=[O:31])[CH2:28][O:27][CH2:26]4)[CH:20]=3)[CH:9]=2)=[CH:5][CH:4]=1.[OH-].[Na+].Cl, predict the reaction product. The product is: [F:40][C:2]([F:1])([F:39])[C:3]1[CH:38]=[CH:37][C:6]([O:7][C:8]2[N:12]([CH2:13][C:14]([OH:16])=[O:15])[N:11]=[C:10]([C:19]3[CH:24]=[CH:23][CH:22]=[C:21]([C:25]4([NH:29][C:30]([O:32][C:33]([CH3:36])([CH3:34])[CH3:35])=[O:31])[CH2:26][O:27][CH2:28]4)[CH:20]=3)[CH:9]=2)=[CH:5][CH:4]=1.